This data is from Full USPTO retrosynthesis dataset with 1.9M reactions from patents (1976-2016). The task is: Predict the reactants needed to synthesize the given product. (1) Given the product [NH2:19][C:16]1[CH:17]=[CH:18][C:13]([O:11][C:9]2[CH:8]=[CH:7][C:5]([NH2:6])=[C:4]([NH2:1])[CH:10]=2)=[N:14][CH:15]=1, predict the reactants needed to synthesize it. The reactants are: [N+:1]([C:4]1[CH:10]=[C:9]([OH:11])[CH:8]=[CH:7][C:5]=1[NH2:6])([O-])=O.Cl[C:13]1[CH:18]=[CH:17][C:16]([N+:19]([O-])=O)=[CH:15][N:14]=1.C([O-])([O-])=O.[K+].[K+]. (2) The reactants are: [C:1](Cl)([C:14]1[CH:19]=[CH:18][CH:17]=[CH:16][CH:15]=1)([C:8]1[CH:13]=[CH:12][CH:11]=[CH:10][CH:9]=1)[C:2]1[CH:7]=[CH:6][CH:5]=[CH:4][CH:3]=1.OC[C:23]1[CH:28]=[CH:27][N:26]=[C:25]([Br:29])[CH:24]=1.CN([CH:33]=[O:34])C. Given the product [Br:29][C:25]1[CH:24]=[CH:23][C:28]([CH2:33][O:34][C:1]([C:14]2[CH:19]=[CH:18][CH:17]=[CH:16][CH:15]=2)([C:8]2[CH:13]=[CH:12][CH:11]=[CH:10][CH:9]=2)[C:2]2[CH:7]=[CH:6][CH:5]=[CH:4][CH:3]=2)=[CH:27][N:26]=1, predict the reactants needed to synthesize it. (3) Given the product [CH3:13][O:14][CH:15]([O:16][CH3:17])[C:4]1[CH:7]=[CH:8][C:9]([N+:10]([O-:12])=[O:11])=[C:2]([F:1])[CH:3]=1, predict the reactants needed to synthesize it. The reactants are: [F:1][C:2]1[CH:3]=[C:4]([CH:7]=[CH:8][C:9]=1[N+:10]([O-:12])=[O:11])C=O.[CH3:13][O:14][CH:15](OC)[O:16][CH3:17].O.C1(C)C=CC(S(O)(=O)=O)=CC=1.C(=O)(O)[O-].[Na+]. (4) Given the product [NH2:2][C:1](=[N:24][OH:25])[C:3]1[CH:8]=[CH:7][C:6]([C:9]2[CH:10]=[CH:11][CH:12]=[C:13]3[C:18]=2[CH:17]=[C:16]([C:19]([O:21][CH3:22])=[O:20])[CH:15]=[CH:14]3)=[CH:5][CH:4]=1, predict the reactants needed to synthesize it. The reactants are: [C:1]([C:3]1[CH:8]=[CH:7][C:6]([C:9]2[CH:10]=[CH:11][CH:12]=[C:13]3[C:18]=2[CH:17]=[C:16]([C:19]([O:21][CH3:22])=[O:20])[CH:15]=[CH:14]3)=[CH:5][CH:4]=1)#[N:2].Cl.[NH2:24][OH:25].C(N(C(C)C)CC)(C)C.CO. (5) Given the product [C:19]1([C:25]2[CH:26]=[C:27]([C:34]3[O:18][N:17]=[C:15]([C:12]4[CH:11]=[C:10]([CH2:9][OH:8])[S:14][CH:13]=4)[N:16]=3)[S:28][C:29]=2[C:30]([F:33])([F:31])[F:32])[CH:20]=[CH:21][CH:22]=[CH:23][CH:24]=1, predict the reactants needed to synthesize it. The reactants are: [Si]([O:8][CH2:9][C:10]1[S:14][CH:13]=[C:12]([C:15](=[N:17][OH:18])[NH2:16])[CH:11]=1)(C(C)(C)C)(C)C.[C:19]1([C:25]2[CH:26]=[C:27]([C:34](Cl)=O)[S:28][C:29]=2[C:30]([F:33])([F:32])[F:31])[CH:24]=[CH:23][CH:22]=[CH:21][CH:20]=1.C(N(CC)C(C)C)(C)C.[F-].C([N+](CCCC)(CCCC)CCCC)CCC. (6) Given the product [Si:17]([C:20]1[C:21]([Cl:28])=[C:22]([F:27])[N:23]=[C:24]([C:36]([C:35]2[C:30]([F:29])=[N:31][CH:32]=[CH:33][CH:34]=2)=[O:37])[C:25]=1[F:26])([C:13]([CH3:16])([CH3:14])[CH3:15])([CH3:19])[CH3:18], predict the reactants needed to synthesize it. The reactants are: C(NC(C)C)(C)C.[Li]CCCC.[C:13]([Si:17]([C:20]1[C:25]([F:26])=[CH:24][N:23]=[C:22]([F:27])[C:21]=1[Cl:28])([CH3:19])[CH3:18])([CH3:16])([CH3:15])[CH3:14].[F:29][C:30]1[C:35]([C:36](N(OC)C)=[O:37])=[CH:34][CH:33]=[CH:32][N:31]=1. (7) Given the product [Cl:1][C:2]1[CH:3]=[C:4]([NH:10][CH2:11][CH2:12][CH2:13][NH:14][C:20](=[O:21])[C:19]2[CH:23]=[C:24]([C:26]([F:27])([F:28])[F:29])[CH:25]=[C:17]([C:16]([F:15])([F:30])[F:31])[CH:18]=2)[CH:5]=[CH:6][C:7]=1[O:8][CH3:9], predict the reactants needed to synthesize it. The reactants are: [Cl:1][C:2]1[CH:3]=[C:4]([NH:10][CH2:11][CH2:12][CH2:13][NH2:14])[CH:5]=[CH:6][C:7]=1[O:8][CH3:9].[F:15][C:16]([F:31])([F:30])[C:17]1[CH:18]=[C:19]([CH:23]=[C:24]([C:26]([F:29])([F:28])[F:27])[CH:25]=1)[C:20](O)=[O:21].O.ON1C2C=CC=CC=2N=N1.Cl.CN(C)CCCN=C=NCC.C(N(CC)C(C)C)(C)C.